From a dataset of Full USPTO retrosynthesis dataset with 1.9M reactions from patents (1976-2016). Predict the reactants needed to synthesize the given product. (1) Given the product [Cl:1][C:2]1[CH:7]=[CH:6][CH:5]=[C:4]([Cl:8])[C:3]=1[C:9]1[C:13]([C:14]([NH:16][C:17]2[CH:18]=[CH:19][C:20]([N:23]([CH2:26][CH3:27])[CH2:24][CH3:25])=[CH:21][C:22]=2[CH3:31])=[O:15])=[C:12]([CH2:28][CH2:29][CH3:30])[O:11][N:10]=1, predict the reactants needed to synthesize it. The reactants are: [Cl:1][C:2]1[CH:7]=[CH:6][CH:5]=[C:4]([Cl:8])[C:3]=1[C:9]1[C:13]([C:14]([NH:16][C:17]2[CH:22]=[CH:21][C:20]([N:23]([CH2:26][CH3:27])[CH2:24][CH3:25])=[CH:19][CH:18]=2)=[O:15])=[C:12]([CH2:28][CH2:29][CH3:30])[O:11][N:10]=1.[CH2:31](N(CC)C1C=CC(N)=CC=1C)C.C(N(CC)C1C=CC=CC=1N)C. (2) Given the product [CH3:1][C:2]1[S:3][C:4]([C:14]2[CH:15]=[C:16]([NH:20][C:28](=[O:29])[CH2:27][C:24]3[CH:25]=[CH:26][C:21]([CH3:31])=[CH:22][CH:23]=3)[CH:17]=[CH:18][CH:19]=2)=[C:5]([C:7]2[CH:12]=[CH:11][N:10]=[C:9]([NH2:13])[CH:8]=2)[N:6]=1, predict the reactants needed to synthesize it. The reactants are: [CH3:1][C:2]1[S:3][C:4]([C:14]2[CH:15]=[C:16]([NH2:20])[CH:17]=[CH:18][CH:19]=2)=[C:5]([C:7]2[CH:12]=[CH:11][N:10]=[C:9]([NH2:13])[CH:8]=2)[N:6]=1.[C:21]1([CH3:31])[CH:26]=[CH:25][C:24]([CH2:27][C:28](O)=[O:29])=[CH:23][CH:22]=1.CCN=C=NCCCN(C)C.Cl.